Predict the reactants needed to synthesize the given product. From a dataset of Full USPTO retrosynthesis dataset with 1.9M reactions from patents (1976-2016). (1) Given the product [C:25]([C:27]1[CH:34]=[CH:33][CH:32]=[CH:31][C:28]=1[CH2:29][O:1][C:2]1[CH:7]=[CH:6][C:5]([C@H:8]2[CH2:12][CH2:11][C@:10]3([CH2:16][CH2:15][NH:14][C:13]3=[O:17])[N:9]2[C:18]([O:20][C:21]([CH3:24])([CH3:23])[CH3:22])=[O:19])=[CH:4][CH:3]=1)#[N:26], predict the reactants needed to synthesize it. The reactants are: [OH:1][C:2]1[CH:7]=[CH:6][C:5]([C@H:8]2[CH2:12][CH2:11][C@:10]3([CH2:16][CH2:15][NH:14][C:13]3=[O:17])[N:9]2[C:18]([O:20][C:21]([CH3:24])([CH3:23])[CH3:22])=[O:19])=[CH:4][CH:3]=1.[C:25]([C:27]1[CH:34]=[CH:33][CH:32]=[CH:31][C:28]=1[CH2:29]Br)#[N:26].C1CCCCC1. (2) Given the product [O:36]1[CH2:37][CH:38]=[C:39]([C:2]2[N:7]=[CH:6][C:5]3[O:8][C:9]4[C:14]([C@@:15]5([CH2:19][O:18][C:17]([NH2:20])=[N:16]5)[C:4]=3[CH:3]=2)=[CH:13][C:12]([C:21]2[C:22]([F:27])=[N:23][CH:24]=[CH:25][CH:26]=2)=[CH:11][CH:10]=4)[CH2:40][CH2:41]1, predict the reactants needed to synthesize it. The reactants are: Cl[C:2]1[N:7]=[CH:6][C:5]2[O:8][C:9]3[C:14]([C@@:15]4([CH2:19][O:18][C:17]([NH2:20])=[N:16]4)[C:4]=2[CH:3]=1)=[CH:13][C:12]([C:21]1[C:22]([F:27])=[N:23][CH:24]=[CH:25][CH:26]=1)=[CH:11][CH:10]=3.P([O-])([O-])([O-])=O.[K+].[K+].[K+].[O:36]1[CH2:41][CH:40]=[C:39](B2OC(C)(C)C(C)(C)O2)[CH2:38][CH2:37]1.